Dataset: Catalyst prediction with 721,799 reactions and 888 catalyst types from USPTO. Task: Predict which catalyst facilitates the given reaction. (1) Reactant: [CH3:1][C:2]([O:6][C:7]1[N:8]=[CH:9][C:10]([C:13]([O:15]C)=[O:14])=[N:11][CH:12]=1)([C:4]#[CH:5])[CH3:3].O.[OH-].[Li+]. Product: [CH3:3][C:2]([O:6][C:7]1[N:8]=[CH:9][C:10]([C:13]([OH:15])=[O:14])=[N:11][CH:12]=1)([C:4]#[CH:5])[CH3:1]. The catalyst class is: 24. (2) Reactant: [C:1]([C:5]1[CH:6]=[C:7]([OH:11])[CH:8]=[CH:9][CH:10]=1)([CH3:4])([CH3:3])[CH3:2].C(=O)([O-])[O-].[K+].[K+].Cl[C:19]1[CH:24]=[C:23]([CH3:25])[C:22]([N+:26]([O-:28])=[O:27])=[CH:21][C:20]=1[CH3:29]. Product: [CH3:3][C:1]([C:5]1[CH:6]=[C:7]([O:11][C:19]2[CH:24]=[C:23]([CH3:25])[C:22]([N+:26]([O-:28])=[O:27])=[CH:21][C:20]=2[CH3:29])[CH:8]=[CH:9][CH:10]=1)([CH3:4])[CH3:2]. The catalyst class is: 9.